This data is from Reaction yield outcomes from USPTO patents with 853,638 reactions. The task is: Predict the reaction yield, written as a fraction of the theoretical maximum amount of product (1.0 means a 100% yield; for example, 0.34 means a 34% yield). (1) The reactants are [CH3:1][N:2]([CH2:13][C:14]1[N:18]([CH2:19][CH2:20][CH2:21][N:22]2[CH2:27][CH2:26][NH:25][CH2:24][CH2:23]2)[C:17]2[CH:28]=[CH:29][CH:30]=[CH:31][C:16]=2[N:15]=1)[CH:3]1[C:12]2[N:11]=[CH:10][CH:9]=[CH:8][C:7]=2[CH2:6][CH2:5][CH2:4]1.[CH3:32]N(CC1N(CC2CCCN(C)C2)C2C=CC=CC=2N=1)C1C2N=CC=CC=2CCC1. No catalyst specified. The product is [CH3:1][N:2]([CH2:13][C:14]1[N:18]([CH2:19][CH2:20][CH2:21][N:22]2[CH2:27][CH2:26][N:25]([CH3:32])[CH2:24][CH2:23]2)[C:17]2[CH:28]=[CH:29][CH:30]=[CH:31][C:16]=2[N:15]=1)[CH:3]1[C:12]2[N:11]=[CH:10][CH:9]=[CH:8][C:7]=2[CH2:6][CH2:5][CH2:4]1. The yield is 0.800. (2) The reactants are Br[C:2]1[CH:7]=[CH:6][C:5]([S:8]([NH2:11])(=[O:10])=[O:9])=[CH:4][CH:3]=1.[F:12][C:13]1[CH:18]=[CH:17][C:16]([C:19]2[C:20]([C:30]3[CH:35]=[CH:34][CH:33]=[C:32]([CH3:36])[N:31]=3)=[N:21][N:22]([S:24]([N:27]([CH3:29])[CH3:28])(=[O:26])=[O:25])[CH:23]=2)=[CH:15][C:14]=1B1OC(C)(C)C(C)(C)O1. No catalyst specified. The product is [NH2:11][S:8]([C:5]1[CH:6]=[CH:7][C:2]([C:18]2[C:13]([F:12])=[CH:14][CH:15]=[C:16]([C:19]3[C:20]([C:30]4[CH:35]=[CH:34][CH:33]=[C:32]([CH3:36])[N:31]=4)=[N:21][N:22]([S:24]([N:27]([CH3:28])[CH3:29])(=[O:25])=[O:26])[CH:23]=3)[CH:17]=2)=[CH:3][CH:4]=1)(=[O:10])=[O:9]. The yield is 0.920. (3) The reactants are N.C([N:9]1[CH2:13][CH:12]([CH2:14][CH:15]([CH3:19])[CH2:16][CH2:17][CH3:18])[CH2:11][C:10]1=[O:20])C1C=CC=CC=1.[Na]. The yield is 0.860. The product is [CH3:19][CH:15]([CH2:16][CH2:17][CH3:18])[CH2:14][CH:12]1[CH2:13][NH:9][C:10](=[O:20])[CH2:11]1. The catalyst is C1COCC1. (4) The reactants are [CH3:1][O:2][C:3](=[O:19])[CH2:4][P:5]([O:13][CH2:14][C:15]([F:18])([F:17])[F:16])([O:7][CH2:8][C:9]([F:12])([F:11])[F:10])=[O:6].C[Si]([N-][Si](C)(C)C)(C)C.[Na+].Br[CH2:31][C:32]([CH3:55])=[CH:33][CH2:34][C:35]1[C:43]([O:44][CH2:45][CH2:46][Si:47]([CH3:50])([CH3:49])[CH3:48])=[C:42]2[C:38]([CH2:39][O:40][C:41]2=[O:51])=[C:37]([CH3:52])[C:36]=1[O:53][CH3:54].[Cl-].[NH4+]. The catalyst is C1COCC1.CCOC(C)=O. The product is [CH3:1][O:2][C:3](=[O:19])[CH:4]([P:5]([O:7][CH2:8][C:9]([F:12])([F:10])[F:11])([O:13][CH2:14][C:15]([F:18])([F:16])[F:17])=[O:6])[CH2:31][C:32]([CH3:55])=[CH:33][CH2:34][C:35]1[C:43]([O:44][CH2:45][CH2:46][Si:47]([CH3:50])([CH3:48])[CH3:49])=[C:42]2[C:38](=[C:37]([CH3:52])[C:36]=1[O:53][CH3:54])[CH2:39][O:40][C:41]2=[O:51]. The yield is 0.480.